This data is from Peptide-MHC class II binding affinity with 134,281 pairs from IEDB. The task is: Regression. Given a peptide amino acid sequence and an MHC pseudo amino acid sequence, predict their binding affinity value. This is MHC class II binding data. (1) The peptide sequence is WNFAGIEAAASAIQG. The MHC is DRB1_1101 with pseudo-sequence DRB1_1101. The binding affinity (normalized) is 0.534. (2) The peptide sequence is KDKTDIHRLEPVKCD. The MHC is HLA-DQA10303-DQB10402 with pseudo-sequence HLA-DQA10303-DQB10402. The binding affinity (normalized) is 0.